This data is from Catalyst prediction with 721,799 reactions and 888 catalyst types from USPTO. The task is: Predict which catalyst facilitates the given reaction. Reactant: [Cl:1][C:2]1[CH:11]=[C:10]([C:12](=[O:14])[CH3:13])[C:9]([N:15]2[CH2:20][CH2:19][NH:18][CH2:17][CH2:16]2)=[C:8]2[C:3]=1[CH:4]=[CH:5][CH:6]=[N:7]2.[F:21][C:22]1[CH:23]=[C:24]([CH:28]=[CH:29][CH:30]=1)[C:25](Cl)=[O:26].C(N(CC)CC)C. The catalyst class is: 2. Product: [Cl:1][C:2]1[CH:11]=[C:10]([C:12](=[O:14])[CH3:13])[C:9]([N:15]2[CH2:16][CH2:17][N:18]([C:25](=[O:26])[C:24]3[CH:28]=[CH:29][CH:30]=[C:22]([F:21])[CH:23]=3)[CH2:19][CH2:20]2)=[C:8]2[C:3]=1[CH:4]=[CH:5][CH:6]=[N:7]2.